Predict the reactants needed to synthesize the given product. From a dataset of Full USPTO retrosynthesis dataset with 1.9M reactions from patents (1976-2016). (1) Given the product [F:23][C:24]([F:35])([F:34])[C:25]([N:3]1[CH2:4][CH:5]2[CH2:15][CH:1]([CH2:7][N:6]2[C:8]([O:10][C:11]([CH3:12])([CH3:14])[CH3:13])=[O:9])[CH2:2]1)=[O:26], predict the reactants needed to synthesize it. The reactants are: [CH:1]12[CH2:15][CH:5]([N:6]([C:8]([O:10][C:11]([CH3:14])([CH3:13])[CH3:12])=[O:9])[CH2:7]1)[CH2:4][NH:3][CH2:2]2.C(N(CC)CC)C.[F:23][C:24]([F:35])([F:34])[C:25](O[C:25](=[O:26])[C:24]([F:35])([F:34])[F:23])=[O:26]. (2) Given the product [C:1]([C:5]1[CH:9]=[C:8]([NH:10][C:11](=[O:12])[NH:13][C:14]2[C:23]3[C:18](=[CH:19][CH:20]=[CH:21][CH:22]=3)[C:17]([O:24][C:25]3[CH:30]=[CH:29][N:28]=[C:27]([NH:42][C:43]4[CH:44]=[C:45]([CH:57]=[CH:58][CH:59]=4)[C:46]([NH:48][CH2:49][CH2:50][N:51]4[CH2:56][CH2:55][O:54][CH2:53][CH2:52]4)=[O:47])[N:26]=3)=[CH:16][CH:15]=2)[N:7]([C:32]2[CH:37]=[CH:36][C:35]([P:38]([CH3:41])([CH3:40])=[O:39])=[CH:34][CH:33]=2)[N:6]=1)([CH3:4])([CH3:3])[CH3:2], predict the reactants needed to synthesize it. The reactants are: [C:1]([C:5]1[CH:9]=[C:8]([NH:10][C:11]([NH:13][C:14]2[C:23]3[C:18](=[CH:19][CH:20]=[CH:21][CH:22]=3)[C:17]([O:24][C:25]3[CH:30]=[CH:29][N:28]=[C:27](Cl)[N:26]=3)=[CH:16][CH:15]=2)=[O:12])[N:7]([C:32]2[CH:37]=[CH:36][C:35]([P:38]([CH3:41])([CH3:40])=[O:39])=[CH:34][CH:33]=2)[N:6]=1)([CH3:4])([CH3:3])[CH3:2].[NH2:42][C:43]1[CH:44]=[C:45]([CH:57]=[CH:58][CH:59]=1)[C:46]([NH:48][CH2:49][CH2:50][N:51]1[CH2:56][CH2:55][O:54][CH2:53][CH2:52]1)=[O:47]. (3) Given the product [C:1]([O:4][CH:27]([NH:28][C:29]([O:31][CH2:32][C:33]1[CH:38]=[C:37]([O:39][CH3:40])[CH:36]=[CH:35][C:34]=1[O:41][CH3:42])=[O:30])[CH2:26][O:25][CH2:18][C:19]1[CH:20]=[CH:21][CH:22]=[CH:23][CH:24]=1)(=[O:3])[CH3:2], predict the reactants needed to synthesize it. The reactants are: [C:1]([O-:4])(=[O:3])[CH3:2].[C:1]([O-:4])(=[O:3])[CH3:2].[C:1]([O-:4])(=[O:3])[CH3:2].[C:1]([O-:4])(=[O:3])[CH3:2].[Pb+4].[CH2:18]([O:25][CH2:26][C@@H:27](C(O)=O)[NH:28][C:29]([O:31][CH2:32][C:33]1[CH:38]=[C:37]([O:39][CH3:40])[CH:36]=[CH:35][C:34]=1[O:41][CH3:42])=[O:30])[C:19]1[CH:24]=[CH:23][CH:22]=[CH:21][CH:20]=1. (4) The reactants are: [NH2:1][C:2]1[CH:7]=[CH:6][C:5]([CH:8]2[CH2:13][C:12](=[O:14])[NH:11][C:10](=[O:15])[CH2:9]2)=[CH:4][C:3]=1[C:16]1[CH2:21][CH2:20][C:19]([CH3:23])([CH3:22])[CH2:18][CH:17]=1.C1CN([P+](Br)(N2CCCC2)N2CCCC2)CC1.F[P-](F)(F)(F)(F)F.[K+].[C:49]([C:51]1[N:52]=[C:53]([C:64]([O-])=[O:65])[N:54]([CH2:56][O:57][CH2:58][CH2:59][Si:60]([CH3:63])([CH3:62])[CH3:61])[CH:55]=1)#[N:50].CCN(C(C)C)C(C)C. Given the product [CH3:22][C:19]1([CH3:23])[CH2:20][CH2:21][C:16]([C:3]2[CH:4]=[C:5]([CH:8]3[CH2:9][C:10](=[O:15])[NH:11][C:12](=[O:14])[CH2:13]3)[CH:6]=[CH:7][C:2]=2[NH:1][C:64]([C:53]2[N:54]([CH2:56][O:57][CH2:58][CH2:59][Si:60]([CH3:63])([CH3:62])[CH3:61])[CH:55]=[C:51]([C:49]#[N:50])[N:52]=2)=[O:65])=[CH:17][CH2:18]1, predict the reactants needed to synthesize it. (5) The reactants are: C(OC([N:8]1[C:12]2[CH:13]=[CH:14][CH:15]=[CH:16][C:11]=2[N:10]=[C:9]1[CH2:17][NH:18][CH:19]1[C:28]2[N:27]=[CH:26][CH:25]=[CH:24][C:23]=2[CH2:22][CH2:21][CH2:20]1)=O)(C)(C)C.C(N(CC)C(C)C)(C)C.Br[CH2:39][C:40]1[C:45]([C:46]([O:48][CH2:49][CH3:50])=[O:47])=[C:44]([O:51][CH3:52])[CH:43]=[CH:42][CH:41]=1. Given the product [CH2:49]([O:48][C:46](=[O:47])[C:45]1[C:44]([O:51][CH3:52])=[CH:43][CH:42]=[CH:41][C:40]=1[CH2:39][N:18]([CH2:17][C:9]1[NH:10][C:11]2[CH:16]=[CH:15][CH:14]=[CH:13][C:12]=2[N:8]=1)[CH:19]1[C:28]2[N:27]=[CH:26][CH:25]=[CH:24][C:23]=2[CH2:22][CH2:21][CH2:20]1)[CH3:50], predict the reactants needed to synthesize it. (6) The reactants are: [F:1][C:2]([F:15])([F:14])[C:3]1[CH:8]=[CH:7][C:6](/[CH:9]=[CH:10]/[C:11]([NH2:13])=[O:12])=[CH:5][CH:4]=1.[Cl:16][CH2:17][C:18]([CH2:20]Cl)=O.O. Given the product [Cl:16][CH2:17][C:18]1[N:13]=[C:11](/[CH:10]=[CH:9]/[C:6]2[CH:5]=[CH:4][C:3]([C:2]([F:14])([F:15])[F:1])=[CH:8][CH:7]=2)[O:12][CH:20]=1, predict the reactants needed to synthesize it. (7) Given the product [Cl:16][CH2:17][CH:18]([C:20]1([C:24]2[CH:29]=[CH:28][CH:27]=[CH:26][C:25]=2[O:30][CH3:31])[CH2:21][CH2:22][CH2:23]1)[OH:19], predict the reactants needed to synthesize it. The reactants are: BrCC(C1(C2C=CC(Cl)=CC=2)CCC1)=O.[Cl:16][CH2:17][C:18]([C:20]1([C:24]2[CH:29]=[CH:28][CH:27]=[CH:26][C:25]=2[O:30][CH3:31])[CH2:23][CH2:22][CH2:21]1)=[O:19].B.CSC.O1CCBN1. (8) Given the product [CH3:18][O:17][C:7]1[CH:6]=[C:5]([C:3]2[N:19]=[C:20]3[N:24]([CH:2]=2)[N:23]=[CH:22][S:21]3)[CH:10]=[CH:9][C:8]=1[C:11]1[CH:16]=[CH:15][CH:14]=[CH:13][N:12]=1, predict the reactants needed to synthesize it. The reactants are: Br[CH2:2][C:3]([C:5]1[CH:10]=[CH:9][C:8]([C:11]2[CH:16]=[CH:15][CH:14]=[CH:13][N:12]=2)=[C:7]([O:17][CH3:18])[CH:6]=1)=O.[NH2:19][C:20]1[S:21][CH:22]=[N:23][N:24]=1. (9) Given the product [CH2:17]([O:16][C:13]1[CH:12]=[C:6]2[C:5](=[CH:15][CH:14]=1)[O:11][C:9](=[O:10])[CH:8]=[CH:7]2)[C:20]1[CH:19]=[CH:7][CH:6]=[CH:5][CH:15]=1, predict the reactants needed to synthesize it. The reactants are: [OH-].[Na+].CO[C:5]1[CH:15]=[CH:14][C:13]([O:16][CH3:17])=[CH:12][C:6]=1[CH:7]=[CH:8][C:9]([OH:11])=[O:10].Cl[CH:19](Cl)[CH3:20].B(Br)(Br)Br. (10) The reactants are: C(=O)([O-])O.[Na+].[S:6]=[C:7]1[NH:12][C:11]2[NH:13][CH:14]=[CH:15][C:10]=2[C:9](=[O:16])[N:8]1[C:17]1[CH:22]=[CH:21][C:20]([O:23][CH2:24][C:25]([F:28])([F:27])[F:26])=[CH:19][CH:18]=1.Br[CH2:30][CH:31]1[CH2:33][CH2:32]1. Given the product [CH:31]1([CH2:30][S:6][C:7]2[N:8]([C:17]3[CH:18]=[CH:19][C:20]([O:23][CH2:24][C:25]([F:28])([F:27])[F:26])=[CH:21][CH:22]=3)[C:9](=[O:16])[C:10]3[CH:15]=[CH:14][NH:13][C:11]=3[N:12]=2)[CH2:33][CH2:32]1, predict the reactants needed to synthesize it.